From a dataset of Forward reaction prediction with 1.9M reactions from USPTO patents (1976-2016). Predict the product of the given reaction. Given the reactants [F:1][C:2]1[CH:20]=[CH:19][C:5]([O:6][CH2:7][C:8]2[CH:13]=[CH:12][C:11]([CH:14]=[CH:15][N+:16]([O-:18])=O)=[CH:10][N:9]=2)=[CH:4][CH:3]=1.C[O-].[Li+].ClCCl.[C:27]([C:29]1[C:30]([NH2:36])=[N:31][C:32]([NH2:35])=[CH:33][CH:34]=1)#[CH:28].C(N(CC)CC)C, predict the reaction product. The product is: [F:1][C:2]1[CH:3]=[CH:4][C:5]([O:6][CH2:7][C:8]2[N:9]=[CH:10][C:11]([CH2:14][C:15]3[CH:28]=[C:27]([C:29]4[C:30]([NH2:36])=[N:31][C:32]([NH2:35])=[CH:33][CH:34]=4)[O:18][N:16]=3)=[CH:12][CH:13]=2)=[CH:19][CH:20]=1.